From a dataset of Full USPTO retrosynthesis dataset with 1.9M reactions from patents (1976-2016). Predict the reactants needed to synthesize the given product. (1) Given the product [F:27][C:25]1[CH:26]=[C:21]([C:18]2[CH:17]=[CH:16][C:15]([C@H:11]3[O:10][C:9]([CH3:31])([CH3:30])[N:8]([C:6]([O:5][C:1]([CH3:4])([CH3:2])[CH3:3])=[O:7])[C@@H:12]3[CH2:13][F:14])=[CH:20][CH:19]=2)[CH:22]=[N:23][C:24]=1[CH2:28][NH:29][S:44]([CH3:43])(=[O:46])=[O:45], predict the reactants needed to synthesize it. The reactants are: [C:1]([O:5][C:6]([N:8]1[C@H:12]([CH2:13][F:14])[C@@H:11]([C:15]2[CH:20]=[CH:19][C:18]([C:21]3[CH:22]=[N:23][C:24]([C:28]#[N:29])=[C:25]([F:27])[CH:26]=3)=[CH:17][CH:16]=2)[O:10][C:9]1([CH3:31])[CH3:30])=[O:7])([CH3:4])([CH3:3])[CH3:2].[BH4-].[Na+].C(N(C(C)C)CC)(C)C.[CH3:43][S:44](Cl)(=[O:46])=[O:45]. (2) Given the product [Br:17][C:18]1[CH:19]=[C:20]([O:27][CH3:28])[CH:21]=[C:22]2[C:26]=1[N:25]([C:2]1[C:3](=[O:15])[N:4]([C@@H:9]([CH:12]3[CH2:14][CH2:13]3)[CH2:10][CH3:11])[CH:5]=[C:6]([Cl:8])[N:7]=1)[CH2:24][CH2:23]2, predict the reactants needed to synthesize it. The reactants are: Cl[C:2]1[C:3](=[O:15])[N:4]([C@@H:9]([CH:12]2[CH2:14][CH2:13]2)[CH2:10][CH3:11])[CH:5]=[C:6]([Cl:8])[N:7]=1.Cl.[Br:17][C:18]1[CH:19]=[C:20]([O:27][CH3:28])[CH:21]=[C:22]2[C:26]=1[NH:25][CH2:24][CH2:23]2. (3) The reactants are: [CH3:1][O:2][C:3]1[CH:4]=[C:5]([C:11]2[C:19]3[C:14](=[CH:15][CH:16]=[C:17]([C:20]#[N:21])[CH:18]=3)[NH:13][N:12]=2)[CH:6]=[CH:7][C:8]=1[O:9][CH3:10].[OH-:22].[Na+].OO.Cl. Given the product [CH3:1][O:2][C:3]1[CH:4]=[C:5]([C:11]2[C:19]3[C:14](=[CH:15][CH:16]=[C:17]([C:20]([NH2:21])=[O:22])[CH:18]=3)[NH:13][N:12]=2)[CH:6]=[CH:7][C:8]=1[O:9][CH3:10], predict the reactants needed to synthesize it. (4) The reactants are: [CH3:1][O:2][CH:3]([O:29][CH3:30])[C:4]1[N:13]=[C:12]2[C:7]([CH2:8][CH2:9][CH2:10][N:11]2[C:14](OC2C=CC=CC=2)=[O:15])=[CH:6][C:5]=1[CH2:23][N:24]([CH3:28])[C:25](=[O:27])[CH3:26].[NH2:31][C:32]1[CH:39]=[C:38]([NH:40][CH2:41][CH2:42][O:43][C:44]([F:47])([F:46])[F:45])[C:35]([C:36]#[N:37])=[CH:34][N:33]=1.[Li+].C[Si]([N-][Si](C)(C)C)(C)C.[NH4+].[Cl-]. Given the product [C:36]([C:35]1[C:38]([NH:40][CH2:41][CH2:42][O:43][C:44]([F:45])([F:47])[F:46])=[CH:39][C:32]([NH:31][C:14]([N:11]2[C:12]3[C:7](=[CH:6][C:5]([CH2:23][N:24]([CH3:28])[C:25](=[O:27])[CH3:26])=[C:4]([CH:3]([O:2][CH3:1])[O:29][CH3:30])[N:13]=3)[CH2:8][CH2:9][CH2:10]2)=[O:15])=[N:33][CH:34]=1)#[N:37], predict the reactants needed to synthesize it. (5) The reactants are: [Cl:1][C:2]1[CH:7]=[CH:6][CH:5]=[CH:4][C:3]=1[N:8]1[C:12]([S:13]([C:16]2[CH:21]=[CH:20][CH:19]=[C:18]([O:22][CH3:23])[N:17]=2)(=[O:15])=[O:14])=[CH:11][C:10]([CH2:24][N:25](C)[C:26](=O)OC(C)(C)C)=[N:9]1.C(O)C.C(OCC)(=O)C.Cl. Given the product [ClH:1].[Cl:1][C:2]1[CH:7]=[CH:6][CH:5]=[CH:4][C:3]=1[N:8]1[C:12]([S:13]([C:16]2[CH:21]=[CH:20][CH:19]=[C:18]([O:22][CH3:23])[N:17]=2)(=[O:15])=[O:14])=[CH:11][C:10]([CH2:24][NH:25][CH3:26])=[N:9]1, predict the reactants needed to synthesize it. (6) Given the product [C:27]([OH:34])(=[O:33])/[CH:28]=[CH:29]/[C:30]([OH:32])=[O:31].[F:1][C:2]1[C:3]([CH2:24][NH:25][CH3:26])=[CH:4][N:5]([S:14]([C:17]2[CH:18]=[N:19][CH:20]=[C:21]([CH3:23])[CH:22]=2)(=[O:16])=[O:15])[C:6]=1[C:7]1[C:8]([F:13])=[N:9][CH:10]=[CH:11][CH:12]=1, predict the reactants needed to synthesize it. The reactants are: [F:1][C:2]1[C:3]([CH2:24][NH:25][CH3:26])=[CH:4][N:5]([S:14]([C:17]2[CH:18]=[N:19][CH:20]=[C:21]([CH3:23])[CH:22]=2)(=[O:16])=[O:15])[C:6]=1[C:7]1[C:8]([F:13])=[N:9][CH:10]=[CH:11][CH:12]=1.[C:27]([OH:34])(=[O:33])/[CH:28]=[CH:29]/[C:30]([OH:32])=[O:31]. (7) Given the product [CH2:1]([C:6]1[CH:14]([Si:26]([CH3:28])([CH3:27])[NH:25][C:22]([CH3:24])([CH3:23])[CH3:21])[C:13]2[C:8]([CH:7]=1)=[CH:9][CH:10]=[CH:11][CH:12]=2)[C:2]([CH3:5])([CH3:4])[CH3:3], predict the reactants needed to synthesize it. The reactants are: [CH2:1]([C:6]1[CH2:7][C:8]2[C:13]([CH:14]=1)=[CH:12][CH:11]=[CH:10][CH:9]=2)[C:2]([CH3:5])([CH3:4])[CH3:3].C([Li])CCC.[Cl-].[CH3:21][C:22]([NH:25][SiH:26]([CH3:28])[CH3:27])([CH3:24])[CH3:23]. (8) The reactants are: C(O[C:6](=[O:28])[NH:7][C@H:8]1[CH2:16][O:15]C(=O)[C@H](CC2C=CC=CC=2)[C@@H:12]([OH:25])[C@H:11]([CH3:26])[O:10][C:9]1=[O:27])(C)(C)C.[OH:29][C:30]1[C:31](C(O)=O)=[N:32][CH:33]=[CH:34][C:35]=1[O:36][CH3:37].N1C=CC=CC=1C(N)=[O:48].O.[OH-].[Li+]. Given the product [OH:29][C:30]1[C:31]([C:6]([NH:7][C@@H:8]2[C@@H:16]([OH:15])[C@H:26]([OH:48])[C@@H:11]([CH2:12][OH:25])[O:10][C@@H:9]2[OH:27])=[O:28])=[N:32][CH:33]=[CH:34][C:35]=1[O:36][CH3:37], predict the reactants needed to synthesize it. (9) Given the product [C:13]([C:12]1[CH:15]=[CH:16][C:9]([C:6]2[O:7][CH:8]=[C:4]([CH2:3][CH2:2][NH:1][C:29](=[O:30])[C:28]3[CH:32]=[C:24]([C:21]4[N:20]=[C:19]([C:18]([F:34])([F:33])[F:17])[O:23][N:22]=4)[CH:25]=[N:26][CH:27]=3)[N:5]=2)=[CH:10][CH:11]=1)#[N:14], predict the reactants needed to synthesize it. The reactants are: [NH2:1][CH2:2][CH2:3][C:4]1[N:5]=[C:6]([C:9]2[CH:16]=[CH:15][C:12]([C:13]#[N:14])=[CH:11][CH:10]=2)[O:7][CH:8]=1.[F:17][C:18]([F:34])([F:33])[C:19]1[O:23][N:22]=[C:21]([C:24]2[CH:25]=[N:26][CH:27]=[C:28]([CH:32]=2)[C:29](O)=[O:30])[N:20]=1.